From a dataset of Reaction yield outcomes from USPTO patents with 853,638 reactions. Predict the reaction yield, written as a fraction of the theoretical maximum amount of product (1.0 means a 100% yield; for example, 0.34 means a 34% yield). (1) The catalyst is C(#N)C. The reactants are [F:1][C:2]1[CH:41]=[CH:40][C:5]([C:6]([NH:8][C@:9]([C:31]2[CH:39]=[CH:38][C:34]([C:35](F)=[O:36])=[CH:33][CH:32]=2)([C:17]2[CH:22]=[C:21]([O:23][C:24]([F:29])([F:28])[CH:25]([F:27])[F:26])[CH:20]=[C:19]([F:30])[CH:18]=2)[CH2:10][C:11]2[CH:16]=[CH:15][CH:14]=[CH:13][CH:12]=2)=[O:7])=[CH:4][C:3]=1[C:42]([F:45])([F:44])[F:43].[NH3:46]. The product is [C:35]([C:34]1[CH:33]=[CH:32][C:31]([C@@:9]([NH:8][C:6](=[O:7])[C:5]2[CH:40]=[CH:41][C:2]([F:1])=[C:3]([C:42]([F:43])([F:45])[F:44])[CH:4]=2)([C:17]2[CH:22]=[C:21]([O:23][C:24]([F:29])([F:28])[CH:25]([F:26])[F:27])[CH:20]=[C:19]([F:30])[CH:18]=2)[CH2:10][C:11]2[CH:16]=[CH:15][CH:14]=[CH:13][CH:12]=2)=[CH:39][CH:38]=1)(=[O:36])[NH2:46]. The yield is 0.650. (2) The reactants are Cl[C:2]1[CH:7]=[CH:6][N:5]=[C:4]2[CH:8]=[C:9]([I:11])[S:10][C:3]=12.[N+:12]([C:15]1[CH:20]=[CH:19][C:18]([OH:21])=[C:17]([F:22])[CH:16]=1)([O-:14])=[O:13].C([O-])([O-])=O.[K+].[K+]. The catalyst is O(C1C=CC=CC=1)C1C=CC=CC=1.C(Cl)Cl. The product is [F:22][C:17]1[CH:16]=[C:15]([N+:12]([O-:14])=[O:13])[CH:20]=[CH:19][C:18]=1[O:21][C:2]1[CH:7]=[CH:6][N:5]=[C:4]2[CH:8]=[C:9]([I:11])[S:10][C:3]=12. The yield is 0.740. (3) The reactants are [C:1](C1CC1(N)C(O)=O)([O:3][C:4]([CH3:7])([CH3:6])[CH3:5])=[O:2].C([N:17](CC)CC)C.C(OC(Cl)=O)C.[NH3:28].[CH2:29]1[CH2:33][O:32][CH2:31][CH2:30]1. The catalyst is O1CCOCC1. The product is [C:4]([O:3][C:1](=[O:2])[NH:28][C:29]1([C:33](=[O:32])[NH2:17])[CH2:30][CH2:31]1)([CH3:7])([CH3:6])[CH3:5]. The yield is 0.725. (4) The reactants are [N:1]([O-])=O.[Na+].[NH2:5][C:6]1[CH:14]=[C:13]([F:15])[C:12]([Br:16])=[CH:11][C:7]=1[C:8]([OH:10])=[O:9].C(O)(C)C.C(=O)=O.[Sn](Cl)[Cl:25]. The catalyst is O.Cl. The product is [ClH:25].[ClH:25].[Br:16][C:12]1[C:13]([F:15])=[CH:14][C:6]([NH:5][NH2:1])=[C:7]([CH:11]=1)[C:8]([OH:10])=[O:9]. The yield is 0.465. (5) The reactants are [Br:1][C:2]1[CH:3]=[CH:4][C:5]([N+:10]([O-])=O)=[C:6]([CH:9]=1)[CH:7]=O.O.O.[Sn](Cl)Cl.[CH2:18]([O:20][C:21](=[O:30])[CH2:22][CH:23](OCC)OCC)[CH3:19]. The catalyst is C(O)C. The product is [Br:1][C:2]1[CH:9]=[C:6]2[C:5](=[CH:4][CH:3]=1)[N:10]=[CH:23][C:22]([C:21]([O:20][CH2:18][CH3:19])=[O:30])=[CH:7]2. The yield is 0.600. (6) The reactants are [CH3:1][O:2][C:3]1[CH:20]=[C:19]([O:21][CH3:22])[CH:18]=[CH:17][C:4]=1[CH2:5][NH:6][C:7]1C=N[CH:10]=[C:11]2[NH:15][N:14]=[C:13]([CH3:16])[C:12]=12.[H-].[Na+].[Cl:25][C:26]1[C:27]([CH3:48])=[C:28]([C:37]2[CH:38]=[CH:39][C:40]([C:43]([N:45]([CH3:47])[CH3:46])=[O:44])=[N:41][CH:42]=2)[C:29]([O:35][CH3:36])=[C:30]([CH:32](Cl)[CH3:33])[CH:31]=1.[CH3:49][N:50](C)C=O. The catalyst is O. The product is [Cl:25][C:26]1[C:27]([CH3:48])=[C:28]([C:37]2[CH:38]=[CH:39][C:40]([C:43]([N:45]([CH3:47])[CH3:46])=[O:44])=[N:41][CH:42]=2)[C:29]([O:35][CH3:36])=[C:30]([CH:32]([N:15]2[C:11]3[CH:10]=[CH:49][N:50]=[C:7]([NH:6][CH2:5][C:4]4[CH:17]=[CH:18][C:19]([O:21][CH3:22])=[CH:20][C:3]=4[O:2][CH3:1])[C:12]=3[C:13]([CH3:16])=[N:14]2)[CH3:33])[CH:31]=1. The yield is 0.490. (7) The catalyst is CN(C=O)C.O.C(N(CC)CC)C. The product is [OH:32][CH2:31][CH:30]([NH:29][C:18](=[O:19])[C:17]1[CH:21]=[C:13]([C:12]#[C:11][C:8]2[CH:7]=[CH:6][C:5]([C:3](=[O:4])[NH:2][CH3:1])=[CH:10][CH:9]=2)[CH:14]=[CH:15][C:16]=1[O:22][C:23]([F:24])([F:25])[F:26])[CH2:33][C:34]1[C:42]2[C:37](=[N:38][CH:39]=[CH:40][CH:41]=2)[NH:36][CH:35]=1. The reactants are [CH3:1][NH:2][C:3]([C:5]1[CH:10]=[CH:9][C:8]([C:11]#[C:12][C:13]2[CH:14]=[CH:15][C:16]([O:22][C:23]([F:26])([F:25])[F:24])=[C:17]([CH:21]=2)[C:18](O)=[O:19])=[CH:7][CH:6]=1)=[O:4].Cl.Cl.[NH2:29][CH:30]([CH2:33][C:34]1[C:42]2[C:37](=[N:38][CH:39]=[CH:40][CH:41]=2)[NH:36][CH:35]=1)[CH2:31][OH:32].C1C=CC2N(O)N=NC=2C=1.CCN=C=NCCCN(C)C. The yield is 0.350.